Task: Predict the reactants needed to synthesize the given product.. Dataset: Full USPTO retrosynthesis dataset with 1.9M reactions from patents (1976-2016) (1) Given the product [OH:8][N:9]1[C:14]2[N:15]=[CH:16][N:17]=[C:18]([CH3:19])[C:13]=2[C:12]([NH:20][CH2:21][C:22]2[CH:27]=[CH:26][CH:25]=[CH:24][C:23]=2[O:28][CH3:29])=[CH:11][C:10]1=[O:30], predict the reactants needed to synthesize it. The reactants are: C([O:8][N:9]1[C:14]2[N:15]=[CH:16][N:17]=[C:18]([CH3:19])[C:13]=2[C:12]([NH:20][CH2:21][C:22]2[CH:27]=[CH:26][CH:25]=[CH:24][C:23]=2[O:28][CH3:29])=[CH:11][C:10]1=[O:30])C1C=CC=CC=1.[H][H]. (2) Given the product [Br:3][C:4]1[CH:5]=[C:6]([C:10]2[S:20][C:13]3[CH:14]=[CH:15][CH:16]=[C:17]([F:18])[C:12]=3[N:11]=2)[CH:7]=[N:8][CH:9]=1, predict the reactants needed to synthesize it. The reactants are: [H-].[Na+].[Br:3][C:4]1[CH:5]=[C:6]([C:10](=[S:20])[NH:11][C:12]2[C:17]([F:18])=[CH:16][CH:15]=[CH:14][C:13]=2F)[CH:7]=[N:8][CH:9]=1.CN(C=O)C. (3) Given the product [C:55]([N:54]([CH3:58])[C:53]1[C:47]2[S:46][C:45]([NH:44][C:6](=[O:8])[C:5]3[CH:4]=[CH:3][C:2]([F:1])=[CH:10][CH:9]=3)=[N:49][C:48]=2[C:50]([O:59][CH3:60])=[CH:51][CH:52]=1)(=[O:57])[CH3:56], predict the reactants needed to synthesize it. The reactants are: [F:1][C:2]1[CH:10]=[CH:9][C:5]([C:6]([OH:8])=O)=[CH:4][CH:3]=1.CN(C(ON1N=NC2C=CC=NC1=2)=[N+](C)C)C.F[P-](F)(F)(F)(F)F.C(N(C(C)C)C(C)C)C.[NH2:44][C:45]1[S:46][C:47]2[C:53]([N:54]([CH3:58])[C:55](=[O:57])[CH3:56])=[CH:52][CH:51]=[C:50]([O:59][CH3:60])[C:48]=2[N:49]=1. (4) Given the product [C:1]([N:8]1[CH2:13][CH2:12][N:11]([C:14](=[O:15])[NH:17][CH3:18])[CH2:10][CH2:9]1)([O:3][C:4]([CH3:7])([CH3:6])[CH3:5])=[O:2], predict the reactants needed to synthesize it. The reactants are: [C:1]([N:8]1[CH2:13][CH2:12][N:11]([C:14](Cl)=[O:15])[CH2:10][CH2:9]1)([O:3][C:4]([CH3:7])([CH3:6])[CH3:5])=[O:2].[N:17]1C=CC=C[CH:18]=1.CN. (5) Given the product [CH3:1][N:2]1[CH2:3][CH2:4][N:5]([CH2:8][CH2:9][CH2:10][NH:11][C:12]2[CH:13]=[CH:14][C:15]([NH2:18])=[CH:16][CH:17]=2)[CH2:6][CH2:7]1, predict the reactants needed to synthesize it. The reactants are: [CH3:1][N:2]1[CH2:7][CH2:6][N:5]([CH2:8][CH2:9][CH2:10][NH:11][C:12]2[CH:17]=[CH:16][C:15]([N+:18]([O-])=O)=[CH:14][CH:13]=2)[CH2:4][CH2:3]1.O.NN.